The task is: Predict the reaction yield, written as a fraction of the theoretical maximum amount of product (1.0 means a 100% yield; for example, 0.34 means a 34% yield).. This data is from Reaction yield outcomes from USPTO patents with 853,638 reactions. (1) The reactants are [CH2:1]([O:3][C:4]([C:6]1[N:7]([C:17]2[CH:22]=[CH:21][C:20]([O:23][CH:24]([CH3:26])[CH3:25])=[CH:19][CH:18]=2)[C:8]2[C:13]([C:14]=1[Cl:15])=[CH:12][C:11](Br)=[CH:10][CH:9]=2)=[O:5])[CH3:2].[C:27]1([CH:33]2[CH2:35][CH:34]2[B-](F)(F)F)[CH:32]=[CH:31][CH:30]=[CH:29][CH:28]=1.[K+].[O-]P([O-])([O-])=O.[K+].[K+].[K+].C1(C)C=CC=CC=1. The catalyst is CCOC(C)=O.C1C=CC([P]([Pd]([P](C2C=CC=CC=2)(C2C=CC=CC=2)C2C=CC=CC=2)([P](C2C=CC=CC=2)(C2C=CC=CC=2)C2C=CC=CC=2)[P](C2C=CC=CC=2)(C2C=CC=CC=2)C2C=CC=CC=2)(C2C=CC=CC=2)C2C=CC=CC=2)=CC=1.O. The product is [CH2:1]([O:3][C:4]([C:6]1[N:7]([C:17]2[CH:22]=[CH:21][C:20]([O:23][CH:24]([CH3:26])[CH3:25])=[CH:19][CH:18]=2)[C:8]2[C:13]([C:14]=1[Cl:15])=[CH:12][C:11]([CH:34]1[CH2:35][CH:33]1[C:27]1[CH:32]=[CH:31][CH:30]=[CH:29][CH:28]=1)=[CH:10][CH:9]=2)=[O:5])[CH3:2]. The yield is 0.310. (2) The yield is 0.252. The catalyst is C(O)C. The product is [Cl:15][C:16]1[CH:21]=[CH:20][C:19]([CH2:22][CH2:23][NH:24][C:3]2[NH:4][C:5](=[O:14])[C:6]([C:9]([O:11][CH2:12][CH3:13])=[O:10])=[CH:7][N:8]=2)=[CH:18][CH:17]=1. The reactants are CS[C:3]1[NH:4][C:5](=[O:14])[C:6]([C:9]([O:11][CH2:12][CH3:13])=[O:10])=[CH:7][N:8]=1.[Cl:15][C:16]1[CH:21]=[CH:20][C:19]([CH2:22][CH2:23][NH2:24])=[CH:18][CH:17]=1. (3) The reactants are [NH2:1][CH2:2][C:3]1[CH:4]=[C:5]([CH2:9][N:10]2[C:18]3[C:13](=[C:14]([O:20][CH3:21])[C:15]([F:19])=[CH:16][CH:17]=3)[C:12]([NH:22][S:23]([C:26]3[S:27][C:28]([Cl:31])=[CH:29][CH:30]=3)(=[O:25])=[O:24])=[N:11]2)[CH:6]=[CH:7][CH:8]=1.N1C=CC=CC=1.[OH-].[K+].C([O:43][C:44]([CH3:49])([CH3:48])[C:45](Cl)=[O:46])(=O)C. The catalyst is ClCCl. The product is [Cl:31][C:28]1[S:27][C:26]([S:23]([NH:22][C:12]2[C:13]3[C:18](=[CH:17][CH:16]=[C:15]([F:19])[C:14]=3[O:20][CH3:21])[N:10]([CH2:9][C:5]3[CH:4]=[C:3]([CH2:2][NH:1][C:45](=[O:46])[C:44]([OH:43])([CH3:49])[CH3:48])[CH:8]=[CH:7][CH:6]=3)[N:11]=2)(=[O:25])=[O:24])=[CH:30][CH:29]=1. The yield is 0.490. (4) The reactants are [C:1]([O:4][CH3:5])(=[O:3])[CH3:2].C(NC1C=CC(S([N:19]=[N+:20]=[N-])(=O)=O)=CC=1)(=O)C.N1([CH:33]2[CH2:43][CH2:42][CH2:41][CH2:40][CH2:39][CH2:38][CH2:37][CH2:36][CH2:35][CH2:34]2)CCCN=CCCCCC1.[C:44](#N)C. No catalyst specified. The product is [C:40]1([C:39]2[CH:34]=[CH:35][CH:36]=[CH:37][CH:38]=2)[CH:41]=[CH:42][C:43]([C:2](=[N+:19]=[N-:20])[C:1]([O:4][CH3:5])=[O:3])=[CH:33][CH:44]=1. The yield is 0.800.